From a dataset of Full USPTO retrosynthesis dataset with 1.9M reactions from patents (1976-2016). Predict the reactants needed to synthesize the given product. (1) Given the product [C:1]([O:5][C:6]([N:8]1[CH2:13][CH2:12][CH:11]([N:14]([CH:15]2[CH2:17][CH2:16]2)[C:18]([C:20]2[CH:25]=[CH:24][C:23]([C:35]3[O:39][CH:38]=[N:37][CH:36]=3)=[CH:22][N:21]=2)=[O:19])[CH2:10][CH2:9]1)=[O:7])([CH3:4])([CH3:3])[CH3:2], predict the reactants needed to synthesize it. The reactants are: [C:1]([O:5][C:6]([N:8]1[CH2:13][CH2:12][CH:11]([N:14]([C:18]([C:20]2[CH:25]=[CH:24][C:23](Br)=[CH:22][N:21]=2)=[O:19])[CH:15]2[CH2:17][CH2:16]2)[CH2:10][CH2:9]1)=[O:7])([CH3:4])([CH3:3])[CH3:2].CC1(C)C(C)(C)OB([C:35]2[O:39][C:38]([Si](C(C)C)(C(C)C)C(C)C)=[N:37][CH:36]=2)O1. (2) Given the product [C:1]1([C@:7]23[CH2:8][C@H:23]2[CH2:21][O:22][C:20]3=[O:29])[CH:6]=[CH:5][CH:4]=[CH:3][CH:2]=1, predict the reactants needed to synthesize it. The reactants are: [C:1]1([CH2:7][C:8]#N)[CH:6]=[CH:5][CH:4]=[CH:3][CH:2]=1.C[Si]([N-][Si](C)(C)C)(C)C.[Na+].[CH2:20]1[O:22][C@H:21]1[CH2:23]Cl.Cl.C1C[O:29]CC1. (3) Given the product [CH3:38][C:5]([O:7][C:8]1[CH:13]=[CH:12][C:11]([O:14][CH2:15][C:16]2[N:17]([CH2:32][C:33]([F:35])([F:36])[F:34])[N:18]=[C:19]([C:21]3[CH:26]=[CH:25][C:24]([O:27][C:28]([F:31])([F:29])[F:30])=[CH:23][CH:22]=3)[CH:20]=2)=[CH:10][C:9]=1[CH3:37])([CH3:6])[C:4]([OH:39])=[O:3], predict the reactants needed to synthesize it. The reactants are: C([O:3][C:4](=[O:39])[C:5]([CH3:38])([O:7][C:8]1[CH:13]=[CH:12][C:11]([O:14][CH2:15][C:16]2[N:17]([CH2:32][C:33]([F:36])([F:35])[F:34])[N:18]=[C:19]([C:21]3[CH:26]=[CH:25][C:24]([O:27][C:28]([F:31])([F:30])[F:29])=[CH:23][CH:22]=3)[CH:20]=2)=[CH:10][C:9]=1[CH3:37])[CH3:6])C.[Li+].[OH-]. (4) Given the product [F:13][C:14]1[CH:19]=[CH:18][C:17]([C:2]2[CH:7]=[C:6]([CH2:8][NH:9][CH:10]([CH3:12])[CH3:11])[CH:5]=[CH:4][N:3]=2)=[CH:16][CH:15]=1, predict the reactants needed to synthesize it. The reactants are: Br[C:2]1[CH:7]=[C:6]([CH2:8][NH:9][CH:10]([CH3:12])[CH3:11])[CH:5]=[CH:4][N:3]=1.[F:13][C:14]1[CH:19]=[CH:18][C:17](B(O)O)=[CH:16][CH:15]=1.C(=O)([O-])[O-].[Cs+].[Cs+].C(=O)([O-])O.[Na+]. (5) Given the product [Cl:27][CH2:26][CH2:25][CH2:24][N:13]([CH2:14][C:15]#[CH:16])[S:10]([C:5]1[CH:6]=[CH:7][CH:8]=[CH:9][C:4]=1[N+:1]([O-:3])=[O:2])(=[O:11])=[O:12], predict the reactants needed to synthesize it. The reactants are: [N+:1]([C:4]1[CH:9]=[CH:8][CH:7]=[CH:6][C:5]=1[S:10]([NH:13][CH2:14][C:15]#[CH:16])(=[O:12])=[O:11])([O-:3])=[O:2].C(=O)([O-])[O-].[Cs+].[Cs+].Br[CH2:24][CH2:25][CH2:26][Cl:27]. (6) Given the product [ClH:42].[NH2:7][CH:8]([CH2:35][C:36]1[CH:41]=[CH:40][C:39]([Cl:42])=[CH:38][CH:37]=1)[C:9]([N:11]1[CH2:16][CH2:15][N:14]([CH:17]([CH2:18][C:19]2[CH:28]=[CH:27][C:26]3[C:21](=[CH:22][CH:23]=[CH:24][CH:25]=3)[CH:20]=2)[C:29]([NH:30][CH3:31])=[O:32])[CH2:13][CH:12]1[CH2:33][CH3:34])=[O:10], predict the reactants needed to synthesize it. The reactants are: C(OC(=O)[NH:7][CH:8]([CH2:35][C:36]1[CH:41]=[CH:40][C:39]([Cl:42])=[CH:38][CH:37]=1)[C:9]([N:11]1[CH2:16][CH2:15][N:14]([CH:17]([C:29](=[O:32])[NH:30][CH3:31])[CH2:18][C:19]2[CH:28]=[CH:27][C:26]3[C:21](=[CH:22][CH:23]=[CH:24][CH:25]=3)[CH:20]=2)[CH2:13][CH:12]1[CH2:33][CH3:34])=[O:10])(C)(C)C.ClCCCl. (7) Given the product [Cl:22][C:9]1[C:4]2[S:3][C:2]([NH2:1])=[N:19][C:5]=2[N:6]=[C:7]([S:11][CH2:12][C:13]2[CH:18]=[CH:17][CH:16]=[CH:15][CH:14]=2)[N:8]=1, predict the reactants needed to synthesize it. The reactants are: [NH2:1][C:2]1[S:3][C:4]2[C:9](=O)[N:8]=[C:7]([S:11][CH2:12][C:13]3[CH:18]=[CH:17][CH:16]=[CH:15][CH:14]=3)[NH:6][C:5]=2[N:19]=1.P(Cl)(Cl)([Cl:22])=O.CN(C)C1C=CC=CC=1. (8) Given the product [F:1][CH2:2][CH2:3][NH:4][C@:5]12[CH2:40][CH2:39][C@@H:38]([C:41]([CH3:43])=[CH2:42])[C@@H:6]1[C@@H:7]1[C@@:20]([CH3:23])([CH2:21][CH2:22]2)[C@@:19]2([CH3:24])[C@@H:10]([C@:11]3([CH3:37])[C@@H:16]([CH2:17][CH2:18]2)[C:15]([CH3:26])([CH3:25])[C:14]([C:27]2[CH:28]=[CH:29][C:30]([C:31]([OH:33])=[O:32])=[CH:35][CH:36]=2)=[CH:13][CH2:12]3)[CH2:9][CH2:8]1, predict the reactants needed to synthesize it. The reactants are: [F:1][CH2:2][CH2:3][NH:4][C@:5]12[CH2:40][CH2:39][C@@H:38]([C:41]([CH3:43])=[CH2:42])[C@@H:6]1[C@@H:7]1[C@@:20]([CH3:23])([CH2:21][CH2:22]2)[C@@:19]2([CH3:24])[C@@H:10]([C@:11]3([CH3:37])[C@@H:16]([CH2:17][CH2:18]2)[C:15]([CH3:26])([CH3:25])[C:14]([C:27]2[CH:36]=[CH:35][C:30]([C:31]([O:33]C)=[O:32])=[CH:29][CH:28]=2)=[CH:13][CH2:12]3)[CH2:9][CH2:8]1.[OH-].[Na+]. (9) Given the product [CH3:28][O:27][C:24]1[CH:25]=[CH:26][C:21]([N:16]2[CH2:15][CH2:14][N:13]([C:8]3[C:9]([CH3:12])=[C:10]([CH3:11])[C:4]4[O:3][CH:2]([CH3:1])[CH2:6][C:5]=4[C:7]=3[CH3:19])[CH2:18][CH2:17]2)=[CH:22][C:23]=1[CH3:29], predict the reactants needed to synthesize it. The reactants are: [CH3:1][CH:2]1[CH2:6][C:5]2[C:7]([CH3:19])=[C:8]([N:13]3[CH2:18][CH2:17][NH:16][CH2:15][CH2:14]3)[C:9]([CH3:12])=[C:10]([CH3:11])[C:4]=2[O:3]1.Br[C:21]1[CH:26]=[CH:25][C:24]([O:27][CH3:28])=[C:23]([CH3:29])[CH:22]=1.C1C=CC(P(C2C(C3C(P(C4C=CC=CC=4)C4C=CC=CC=4)=CC=C4C=3C=CC=C4)=C3C(C=CC=C3)=CC=2)C2C=CC=CC=2)=CC=1.CC(C)([O-])C.[Na+].